Dataset: Reaction yield outcomes from USPTO patents with 853,638 reactions. Task: Predict the reaction yield, written as a fraction of the theoretical maximum amount of product (1.0 means a 100% yield; for example, 0.34 means a 34% yield). The reactants are [CH:1]1([C:4]2[CH:5]=[C:6]([NH:10][C:11]3[O:12][CH2:13][C:14]4[CH:20]=[C:19]([NH2:21])[CH:18]=[CH:17][C:15]=4[N:16]=3)[CH:7]=[CH:8][CH:9]=2)[CH2:3][CH2:2]1.[CH:22](=O)[C:23]1[CH:28]=[CH:27][CH:26]=[CH:25][CH:24]=1. No catalyst specified. The product is [CH2:22]([NH:21][C:19]1[CH:18]=[CH:17][C:15]2[N:16]=[C:11]([NH:10][C:6]3[CH:7]=[CH:8][CH:9]=[C:4]([CH:1]4[CH2:3][CH2:2]4)[CH:5]=3)[O:12][CH2:13][C:14]=2[CH:20]=1)[C:23]1[CH:28]=[CH:27][CH:26]=[CH:25][CH:24]=1. The yield is 0.670.